This data is from Forward reaction prediction with 1.9M reactions from USPTO patents (1976-2016). The task is: Predict the product of the given reaction. (1) Given the reactants [Br:1][C:2]1[CH:10]=[CH:9][C:8]([F:11])=[C:7]2[C:3]=1[C:4]1[CH2:15][CH2:14][O:13][C:12]([CH2:19][CH2:20][OH:21])([CH2:16][CH2:17][CH3:18])[C:5]=1[NH:6]2.N1C=CN=C1.[Si:27](Cl)([C:30]([CH3:33])([CH3:32])[CH3:31])([CH3:29])[CH3:28], predict the reaction product. The product is: [Br:1][C:2]1[CH:10]=[CH:9][C:8]([F:11])=[C:7]2[C:3]=1[C:4]1[CH2:15][CH2:14][O:13][C:12]([CH2:19][CH2:20][O:21][Si:27]([C:30]([CH3:33])([CH3:32])[CH3:31])([CH3:29])[CH3:28])([CH2:16][CH2:17][CH3:18])[C:5]=1[NH:6]2. (2) Given the reactants [NH:1]1[CH2:6][CH2:5][O:4][CH2:3][CH2:2]1.Cl[C:8]1[C:13]([NH:14][C:15](=[O:26])[CH2:16][N:17]2[CH2:22][CH2:21][N:20]([CH2:23][CH2:24][OH:25])[CH2:19][CH2:18]2)=[C:12](Cl)[CH:11]=[C:10]([CH3:28])[N:9]=1, predict the reaction product. The product is: [OH:25][CH2:24][CH2:23][N:20]1[CH2:21][CH2:22][N:17]([CH2:16][C:15]([NH:14][C:13]2[C:8]([N:1]3[CH2:6][CH2:5][O:4][CH2:3][CH2:2]3)=[N:9][C:10]([CH3:28])=[CH:11][C:12]=2[N:1]2[CH2:6][CH2:5][O:4][CH2:3][CH2:2]2)=[O:26])[CH2:18][CH2:19]1. (3) The product is: [Cl:23][C:6]1[CH:5]=[N:4][CH:3]=[C:2]([Cl:1])[C:7]=1[CH2:8][C:9]([C:11]1[CH:16]=[CH:15][C:14]([O:17][CH3:18])=[C:13]([OH:19])[C:12]=1[OH:21])=[O:10]. Given the reactants [Cl:1][C:2]1[CH:3]=[N:4][CH:5]=[C:6]([Cl:23])[C:7]=1[CH2:8][C:9]([C:11]1[CH:16]=[CH:15][C:14]([O:17][CH3:18])=[C:13]([O:19]C)[C:12]=1[O:21]C)=[O:10].I, predict the reaction product. (4) Given the reactants Cl[C:2]1[CH:11]=[CH:10][C:9]2[C:4](=[CH:5][CH:6]=[C:7]([Cl:22])[C:8]=2[NH:12][C:13](=[O:21])[CH2:14][CH:15]2[CH2:20][CH2:19][CH2:18][CH2:17][CH2:16]2)[N:3]=1.Cl.[NH:24]1[CH2:29][CH2:28][CH2:27][C@@H:26]([OH:30])[CH2:25]1.C(N(CC)CC)C, predict the reaction product. The product is: [Cl:22][C:7]1[C:8]([NH:12][C:13](=[O:21])[CH2:14][CH:15]2[CH2:20][CH2:19][CH2:18][CH2:17][CH2:16]2)=[C:9]2[C:4](=[CH:5][CH:6]=1)[N:3]=[C:2]([N:24]1[CH2:29][CH2:28][CH2:27][C@@H:26]([OH:30])[CH2:25]1)[CH:11]=[CH:10]2. (5) Given the reactants C([O:9][CH2:10][CH2:11][N:12]1[C:20]2[C:19](Cl)=[N:18][CH:17]=[N:16][C:15]=2[CH:14]=[CH:13]1)(=O)C1C=CC=CC=1.[NH2:22][C:23]1[CH:24]=[C:25]2[C:29](=[CH:30][CH:31]=1)[N:28]([C:32]1[CH:33]=[C:34]([CH:42]=[CH:43][CH:44]=1)[C:35]([NH:37][C:38]([CH3:41])([CH3:40])[CH3:39])=[O:36])[CH:27]=[CH:26]2.C(O)(C)C.[OH-].[Na+], predict the reaction product. The product is: [C:38]([NH:37][C:35](=[O:36])[C:34]1[CH:42]=[CH:43][CH:44]=[C:32]([N:28]2[C:29]3[C:25](=[CH:24][C:23]([NH:22][C:19]4[C:20]5[N:12]([CH2:11][CH2:10][OH:9])[CH:13]=[CH:14][C:15]=5[N:16]=[CH:17][N:18]=4)=[CH:31][CH:30]=3)[CH:26]=[CH:27]2)[CH:33]=1)([CH3:41])([CH3:39])[CH3:40]. (6) Given the reactants [N:1]1[CH:6]=[CH:5][C:4]([C:7]2[CH:15]=[CH:14][CH:13]=[C:12]3[C:8]=2[CH2:9][C:10](=[O:16])[NH:11]3)=[CH:3][CH:2]=1.Cl, predict the reaction product. The product is: [NH:1]1[CH2:2][CH2:3][CH:4]([C:7]2[CH:15]=[CH:14][CH:13]=[C:12]3[C:8]=2[CH2:9][C:10](=[O:16])[NH:11]3)[CH2:5][CH2:6]1. (7) Given the reactants [CH3:1][C:2]1[N:3]=[CH:4][S:5][C:6]=1CCO.[CH3:10][O:11][C:12]1[CH:17]=[C:16]([B:18]2[O:22][C:21]([CH3:24])([CH3:23])[C:20]([CH3:26])([CH3:25])[O:19]2)[CH:15]=[CH:14][C:13]=1[OH:27].[Br:28]C1C=CC(O)=C(OC)C=1, predict the reaction product. The product is: [Br:28][C:4]1[S:5][CH:6]=[C:2]([CH2:1][O:27][C:13]2[CH:14]=[CH:15][C:16]([B:18]3[O:19][C:20]([CH3:26])([CH3:25])[C:21]([CH3:23])([CH3:24])[O:22]3)=[CH:17][C:12]=2[O:11][CH3:10])[N:3]=1.